This data is from Full USPTO retrosynthesis dataset with 1.9M reactions from patents (1976-2016). The task is: Predict the reactants needed to synthesize the given product. (1) Given the product [CH2:22]([C:6]1[C:5]([OH:4])=[CH:12][CH:11]=[CH:10][C:7]=1[CH:8]=[O:9])[CH:13]=[CH2:14], predict the reactants needed to synthesize it. The reactants are: C([O:4][C:5]1[CH:6]=[C:7]([CH:10]=[CH:11][CH:12]=1)[CH:8]=[O:9])C=C.[CH2:13]1[C@H:22]2[C@@H](CCCC2)CC[CH2:14]1. (2) Given the product [F:29][C:23]1[CH:24]=[C:25]([F:28])[CH:26]=[CH:27][C:22]=1[CH2:21][N:20]1[C:14]2[C:15](=[C:16]3[CH2:17][N:9]([OH:8])[C:10](=[O:30])[C:11]3=[N:12][CH:13]=2)[CH:18]=[CH:19]1, predict the reactants needed to synthesize it. The reactants are: C([O:8][N:9]1[CH2:17][C:16]2[C:11](=[N:12][CH:13]=[C:14]3[N:20]([CH2:21][C:22]4[CH:27]=[CH:26][C:25]([F:28])=[CH:24][C:23]=4[F:29])[CH:19]=[CH:18][C:15]3=2)[C:10]1=[O:30])C1C=CC=CC=1.C(ON1CC2C(=NC=C3NC=CC3=2)C1=O)C1C=CC=CC=1.FC1C=C(F)C=CC=1CBr. (3) Given the product [N+:13]([C:8]1[CH:7]=[C:1]2[C:11](=[CH:10][CH:9]=1)[CH2:6][NH:5][C:3](=[O:4])[CH2:2]2)([O-:15])=[O:14], predict the reactants needed to synthesize it. The reactants are: [CH2:1]1[C:11]2[C:6](=[CH:7][CH:8]=[CH:9][CH:10]=2)[NH:5][C:3](=[O:4])[CH2:2]1.O.[N+:13]([O-])([OH:15])=[O:14]. (4) Given the product [Cl:40][CH2:41][CH2:42][NH:43][C:44](=[O:45])[NH:1][C:2]1[C:21]([C:22]2[CH:23]=[CH:24][C:25]3[O:38][CH2:37][N:28]4[C:29]5[CH:30]=[CH:31][CH:32]=[C:33]([F:36])[C:34]=5[CH:35]=[C:27]4[C:26]=3[N:39]=2)=[CH:20][C:5]2[C:6]([C:16]([NH:18][CH3:19])=[O:17])=[C:7]([C:9]3[CH:14]=[CH:13][C:12]([F:15])=[CH:11][CH:10]=3)[O:8][C:4]=2[CH:3]=1, predict the reactants needed to synthesize it. The reactants are: [NH2:1][C:2]1[C:21]([C:22]2[CH:23]=[CH:24][C:25]3[O:38][CH2:37][N:28]4[C:29]5[CH:30]=[CH:31][CH:32]=[C:33]([F:36])[C:34]=5[CH:35]=[C:27]4[C:26]=3[N:39]=2)=[CH:20][C:5]2[C:6]([C:16]([NH:18][CH3:19])=[O:17])=[C:7]([C:9]3[CH:14]=[CH:13][C:12]([F:15])=[CH:11][CH:10]=3)[O:8][C:4]=2[CH:3]=1.[Cl:40][CH2:41][CH2:42][N:43]=[C:44]=[O:45]. (5) Given the product [NH:20]1[C:19]2[CH:21]=[CH:22][CH:23]=[CH:24][C:18]=2[N:17]=[C:16]1[C:12]1[C:11]([NH:10][CH2:9][CH2:8][NH2:7])=[CH:15][NH:14][N:13]=1, predict the reactants needed to synthesize it. The reactants are: C(OC(=O)[NH:7][CH2:8][CH2:9][NH:10][C:11]1[C:12]([C:16]2[NH:20][C:19]3[CH:21]=[CH:22][CH:23]=[CH:24][C:18]=3[N:17]=2)=[N:13][NH:14][CH:15]=1)(C)(C)C. (6) Given the product [CH3:42][N:40]([CH3:41])[CH2:39][CH2:38][CH2:37][NH:6][C:7]([C:9]1[CH:14]=[CH:13][CH:12]=[CH:11][C:10]=1[S:15]([NH:18][C:19]1[C:28]([C:29]([OH:31])=[O:30])=[C:27]2[C:22]([CH:23]3[CH2:36][CH:24]3[CH2:25][O:26]2)=[CH:21][CH:20]=1)(=[O:17])=[O:16])=[O:8], predict the reactants needed to synthesize it. The reactants are: COC1C=C(OC)C=CC=1C[N:6]([CH2:37][CH2:38][CH2:39][N:40]([CH3:42])[CH3:41])[C:7]([C:9]1[CH:14]=[CH:13][CH:12]=[CH:11][C:10]=1[S:15]([NH:18][C:19]1[C:28]([C:29]([O:31]C(C)(C)C)=[O:30])=[C:27]2[C:22]([CH:23]3[CH2:36][CH:24]3[CH2:25][O:26]2)=[CH:21][CH:20]=1)(=[O:17])=[O:16])=[O:8]. (7) Given the product [ClH:1].[Cl:20][C:21]1[CH:22]=[C:23]([CH:25]=[CH:26][C:27]=1[CH2:28][NH:29][C:30]1[CH:35]=[CH:34][CH:33]=[C:32]([F:36])[CH:31]=1)[NH:24][C:2]1[C:11]2[C:6](=[CH:7][CH:8]=[CH:9][C:10]=2[O:12][CH:13]2[CH2:18][CH2:17][N:16]([CH3:19])[CH2:15][CH2:14]2)[N:5]=[CH:4][N:3]=1, predict the reactants needed to synthesize it. The reactants are: [Cl:1][C:2]1[C:11]2[C:6](=[CH:7][CH:8]=[CH:9][C:10]=2[O:12][CH:13]2[CH2:18][CH2:17][N:16]([CH3:19])[CH2:15][CH2:14]2)[N:5]=[CH:4][N:3]=1.[Cl:20][C:21]1[CH:22]=[C:23]([CH:25]=[CH:26][C:27]=1[CH2:28][NH:29][C:30]1[CH:35]=[CH:34][CH:33]=[C:32]([F:36])[CH:31]=1)[NH2:24]. (8) The reactants are: [Br:1][C:2]1[C:3](C)=[C:4]2[C:8](=[CH:9][CH:10]=1)[NH:7][C:6]([CH3:11])=[C:5]2[CH3:12].[CH2:14]([I:16])[CH3:15].[C:17](#N)C. Given the product [I-:16].[Br:1][C:2]1[CH:3]=[C:4]2[C:8](=[CH:9][CH:10]=1)[N+:7]([CH2:14][CH3:15])=[C:6]([CH3:11])[C:5]2([CH3:12])[CH3:17], predict the reactants needed to synthesize it. (9) Given the product [CH3:11][C:8]1[N:9]=[CH:10][C:5]([CH2:4][NH2:1])=[CH:6][N:7]=1, predict the reactants needed to synthesize it. The reactants are: [N:1]([CH2:4][C:5]1[CH:6]=[N:7][C:8]([CH3:11])=[N:9][CH:10]=1)=[N+]=[N-].C(OCC)(=O)C. (10) Given the product [CH3:1][S:2]([S:5][CH2:8][CH2:9][C:10]([OH:12])=[O:11])(=[O:4])=[O:3], predict the reactants needed to synthesize it. The reactants are: [CH3:1][S:2](=[S:5])([O-:4])=[O:3].[Na+].Br[CH2:8][CH2:9][C:10]([OH:12])=[O:11].